This data is from Forward reaction prediction with 1.9M reactions from USPTO patents (1976-2016). The task is: Predict the product of the given reaction. Given the reactants [Cl:1][C:2]1[CH:3]=[C:4]([C:9]2[CH:13]=[C:12]([CH2:14][CH2:15][CH2:16][CH2:17][OH:18])[N:11]([C:19]3[CH:28]=[CH:27][C:26]4[C:21](=[CH:22][CH:23]=[CH:24][CH:25]=4)[CH:20]=3)[N:10]=2)[CH:5]=[C:6]([Cl:8])[CH:7]=1.[Cr](O[Cr]([O-])(=O)=O)([O-])(=O)=[O:30].[NH+]1C=CC=CC=1.[NH+]1C=CC=CC=1, predict the reaction product. The product is: [Cl:1][C:2]1[CH:3]=[C:4]([C:9]2[CH:13]=[C:12]([CH2:14][CH2:15][CH2:16][C:17]([OH:30])=[O:18])[N:11]([C:19]3[CH:28]=[CH:27][C:26]4[C:21](=[CH:22][CH:23]=[CH:24][CH:25]=4)[CH:20]=3)[N:10]=2)[CH:5]=[C:6]([Cl:8])[CH:7]=1.